Predict the reaction yield, written as a fraction of the theoretical maximum amount of product (1.0 means a 100% yield; for example, 0.34 means a 34% yield). From a dataset of Reaction yield outcomes from USPTO patents with 853,638 reactions. (1) The yield is 1.00. The catalyst is C(Cl)Cl. The reactants are [CH3:1][S:2](Cl)(=[O:4])=[O:3].[OH:6][CH2:7][CH2:8][C:9]1[CH:16]=[CH:15][C:12]([C:13]#[N:14])=[CH:11][CH:10]=1.C(N(CC)CC)C.O. The product is [CH3:1][S:2]([O:6][CH2:7][CH2:8][C:9]1[CH:16]=[CH:15][C:12]([C:13]#[N:14])=[CH:11][CH:10]=1)(=[O:4])=[O:3]. (2) The reactants are [CH2:1]1[C:13]2[C:12]3[CH:11]=[C:10]([C:14]([O:16][CH3:17])=[O:15])[CH:9]=[CH:8][C:7]=3[NH:6][C:5]=2[CH2:4][CH2:3][N:2]1[C:18](OC(C)(C)C)=O.C(=O)[C:26]1[CH:31]=[CH:30][CH:29]=[CH:28][CH:27]=1.C(O[BH-](OC(=O)C)OC(=O)C)(=O)C.[Na+].C(O)(=O)C.C(=O)(O)[O-].[Na+]. The catalyst is ClCCl.FC(F)(F)C(O)=O.C1COCC1.CO. The product is [CH2:18]([N:2]1[CH2:3][CH2:4][C:5]2[NH:6][C:7]3[CH:8]=[CH:9][C:10]([C:14]([O:16][CH3:17])=[O:15])=[CH:11][C:12]=3[C:13]=2[CH2:1]1)[C:26]1[CH:31]=[CH:30][CH:29]=[CH:28][CH:27]=1. The yield is 0.660. (3) The reactants are Cl[C:2]1[CH:7]=[CH:6][N:5]=[C:4]2[CH:8]=[C:9]([CH:11]=[O:12])[S:10][C:3]=12.[F:13][C:14]1[CH:19]=[C:18]([N+:20]([O-:22])=[O:21])[CH:17]=[CH:16][C:15]=1[OH:23].C([O-])([O-])=O.[K+].[K+].O(C1C=CC=CC=1)C1C=CC=CC=1. The catalyst is O.CCOC(C)=O. The product is [F:13][C:14]1[CH:19]=[C:18]([N+:20]([O-:22])=[O:21])[CH:17]=[CH:16][C:15]=1[O:23][C:2]1[CH:7]=[CH:6][N:5]=[C:4]2[CH:8]=[C:9]([CH:11]=[O:12])[S:10][C:3]=12. The yield is 0.460. (4) The reactants are CS(OC[CH2:7][CH2:8][C@@:9]1([C:25]2[CH:30]=[CH:29][CH:28]=[CH:27][CH:26]=2)[O:14][C:13](=[O:15])[N:12]([C@H:16]([C:18]2[CH:23]=[CH:22][C:21]([Br:24])=[CH:20][CH:19]=2)[CH3:17])[CH2:11][CH2:10]1)(=O)=O.[H-].[Na+].[CH3:33][NH:34][C:35](=[O:37])[CH3:36].[CH2:38](Cl)Cl. No catalyst specified. The product is [Br:24][C:21]1[CH:20]=[CH:19][C:18]([C@@H:16]([N:12]2[CH2:11][CH2:10][C@:9]([CH2:8][CH2:7][CH2:33][N:34]([CH3:38])[C:35](=[O:37])[CH3:36])([C:25]3[CH:26]=[CH:27][CH:28]=[CH:29][CH:30]=3)[O:14][C:13]2=[O:15])[CH3:17])=[CH:23][CH:22]=1. The yield is 0.680. (5) The reactants are [Cl:1][C:2]1[CH:3]=[C:4]([NH:11][C:12]2[N:17]=[CH:16][C:15]([N:18]3[CH2:23][CH2:22][N:21](C(OC(C)(C)C)=O)[CH2:20][CH2:19]3)=[CH:14][CH:13]=2)[C:5]2[N:6]([CH:8]=[CH:9][N:10]=2)[CH:7]=1. The catalyst is Cl.O1CCOCC1. The product is [Cl:1][C:2]1[CH:3]=[C:4]([NH:11][C:12]2[CH:13]=[CH:14][C:15]([N:18]3[CH2:23][CH2:22][NH:21][CH2:20][CH2:19]3)=[CH:16][N:17]=2)[C:5]2[N:6]([CH:8]=[CH:9][N:10]=2)[CH:7]=1. The yield is 0.810. (6) The reactants are [S:1]1[C:9]2[CH2:8][CH2:7][NH:6][CH2:5][C:4]=2[CH:3]=[C:2]1[C:10]([O:12][CH2:13][CH3:14])=[O:11].[Cl:15][C:16]1[CH:24]=[CH:23][C:19]([C:20](O)=[O:21])=[CH:18][CH:17]=1.F[P-](F)(F)(F)(F)F.FC(N(C)C)=[N+](C)C.O. The catalyst is CN(C)C=O.C(N(CC)C(C)C)(C)C. The product is [Cl:15][C:16]1[CH:24]=[CH:23][C:19]([C:20]([N:6]2[CH2:7][CH2:8][C:9]3[S:1][C:2]([C:10]([O:12][CH2:13][CH3:14])=[O:11])=[CH:3][C:4]=3[CH2:5]2)=[O:21])=[CH:18][CH:17]=1. The yield is 0.530. (7) The reactants are [NH2:1][CH2:2][C:3]1[C:4]([NH:19][C@H:20]([C:22]2[CH:27]=[CH:26][C:25]([F:28])=[CH:24][CH:23]=2)[CH3:21])=[N:5][C:6]([NH:10][C:11]2[CH:15]=[C:14]([CH:16]3[CH2:18][CH2:17]3)[NH:13][N:12]=2)=[C:7]([F:9])[CH:8]=1.[F:29][C:30]([F:36])([F:35])[S:31](Cl)(=[O:33])=[O:32]. The catalyst is C1COCC1.CN(C1C=CN=CC=1)C. The product is [CH:16]1([C:14]2[NH:13][N:12]=[C:11]([NH:10][C:6]3[N:5]=[C:4]([NH:19][C@H:20]([C:22]4[CH:23]=[CH:24][C:25]([F:28])=[CH:26][CH:27]=4)[CH3:21])[C:3]([CH2:2][NH:1][S:31]([C:30]([F:36])([F:35])[F:29])(=[O:33])=[O:32])=[CH:8][C:7]=3[F:9])[CH:15]=2)[CH2:18][CH2:17]1. The yield is 0.150.